This data is from NCI-60 drug combinations with 297,098 pairs across 59 cell lines. The task is: Regression. Given two drug SMILES strings and cell line genomic features, predict the synergy score measuring deviation from expected non-interaction effect. Synergy scores: CSS=0.191, Synergy_ZIP=-2.62, Synergy_Bliss=-8.75, Synergy_Loewe=-15.1, Synergy_HSA=-9.50. Drug 1: CNC(=O)C1=CC=CC=C1SC2=CC3=C(C=C2)C(=NN3)C=CC4=CC=CC=N4. Cell line: HCT116. Drug 2: CCCCCOC(=O)NC1=NC(=O)N(C=C1F)C2C(C(C(O2)C)O)O.